This data is from Full USPTO retrosynthesis dataset with 1.9M reactions from patents (1976-2016). The task is: Predict the reactants needed to synthesize the given product. (1) Given the product [ClH:32].[O:31]=[C:16]1[CH:17]([C:22]2[C:27]([CH3:28])=[CH:26][C:25]([CH3:29])=[CH:24][C:23]=2[CH3:30])[C:18](=[O:20])[CH2:19][CH:15]1[CH2:14][CH:11]1[CH2:12][CH2:13][NH2+:8][CH2:9][CH2:10]1, predict the reactants needed to synthesize it. The reactants are: C(OC([N:8]1[CH2:13][CH2:12][CH:11]([CH2:14][CH:15]2[CH2:19][C:18]([O:20]C)=[C:17]([C:22]3[C:27]([CH3:28])=[CH:26][C:25]([CH3:29])=[CH:24][C:23]=3[CH3:30])[C:16]2=[O:31])[CH2:10][CH2:9]1)=O)(C)(C)C.[ClH:32]. (2) Given the product [S:28]1[C:32]2[CH:33]=[CH:34][CH:35]=[CH:36][C:31]=2[S:30][CH:29]1[O:22][CH2:21][CH2:20][C@H:9]([NH:8][C:6]([O:5][C:1]([CH3:4])([CH3:3])[CH3:2])=[O:7])[C:10]([O:12][CH2:13][C:14]1[CH:15]=[CH:16][CH:17]=[CH:18][CH:19]=1)=[O:11], predict the reactants needed to synthesize it. The reactants are: [C:1]([O:5][C:6]([NH:8][C@@H:9]([CH2:20][CH2:21][OH:22])[C:10]([O:12][CH2:13][C:14]1[CH:19]=[CH:18][CH:17]=[CH:16][CH:15]=1)=[O:11])=[O:7])([CH3:4])([CH3:3])[CH3:2].F[B-](F)(F)F.[S:28]1[C:32]2[CH:33]=[CH:34][CH:35]=[CH:36][C:31]=2[S:30][CH+:29]1.N1C=CC=CC=1.C(N(CC)CC)C.